This data is from Reaction yield outcomes from USPTO patents with 853,638 reactions. The task is: Predict the reaction yield, written as a fraction of the theoretical maximum amount of product (1.0 means a 100% yield; for example, 0.34 means a 34% yield). (1) The reactants are [Cl:1][C:2]1[CH:8]=[C:7]([O:9][C:10]2[C:19]3[C:14](=[CH:15][C:16]([O:22][CH3:23])=[C:17]([O:20][CH3:21])[CH:18]=3)[N:13]=[CH:12][N:11]=2)[CH:6]=[CH:5][C:3]=1[NH2:4].C1(C)C=CC=CC=1.C(N(CC)CC)C.Cl[C:39](Cl)([O:41]C(=O)OC(Cl)(Cl)Cl)Cl.[F:50][C:51]([F:62])([F:61])[C:52]1[CH:53]=[C:54]([CH:58]=[CH:59][CH:60]=1)[CH:55]([OH:57])[CH3:56]. The catalyst is C(Cl)Cl. The product is [Cl:1][C:2]1[CH:8]=[C:7]([O:9][C:10]2[C:19]3[C:14](=[CH:15][C:16]([O:22][CH3:23])=[C:17]([O:20][CH3:21])[CH:18]=3)[N:13]=[CH:12][N:11]=2)[CH:6]=[CH:5][C:3]=1[NH:4][C:39](=[O:41])[O:57][CH:55]([C:54]1[CH:58]=[CH:59][CH:60]=[C:52]([C:51]([F:61])([F:62])[F:50])[CH:53]=1)[CH3:56]. The yield is 0.390. (2) The reactants are I[C:2]1[CH:8]=[C:7]([N+:9]([O-:11])=[O:10])[C:5]([NH2:6])=[C:4]([CH3:12])[CH:3]=1.[CH2:13]([N:15]1[CH2:19][CH2:18][C:17]2([CH2:23][CH2:22][NH:21][CH2:20]2)[CH2:16]1)[CH3:14].C(O)CO.[O-]P([O-])([O-])=O.[K+].[K+].[K+]. The product is [CH2:13]([N:15]1[CH2:19][CH2:18][C:17]2([CH2:20][N:21]([C:2]3[CH:8]=[C:7]([N+:9]([O-:11])=[O:10])[C:5]([NH2:6])=[C:4]([CH3:12])[CH:3]=3)[CH2:22][CH2:23]2)[CH2:16]1)[CH3:14]. The catalyst is C(O)(C)C.[Cu]I. The yield is 0.600. (3) The product is [Cl:13][C:14]1[CH:15]=[CH:16][C:17]([N+:21]([O-:23])=[O:22])=[C:18]([NH:19][C:5]([NH2:24])=[O:11])[CH:20]=1. The reactants are ClC(Cl)(O[C:5](=[O:11])OC(Cl)(Cl)Cl)Cl.[Cl:13][C:14]1[CH:15]=[CH:16][C:17]([N+:21]([O-:23])=[O:22])=[C:18]([CH:20]=1)[NH2:19].[NH3:24]. The catalyst is C1(C)C=CC=CC=1. The yield is 0.600. (4) The reactants are C1CN[C@H](C(O)(C2C=CC=CC=2)C2C=CC=CC=2)C1.CB1OB(C)OB(C)O1.[CH2:29]([O:36][C:37]1[CH:38]=[CH:39][C:40]([C:48](=[O:51])[CH2:49][Br:50])=[C:41]2[C:46]=1[NH:45][C:44](=[O:47])[CH:43]=[CH:42]2)[C:30]1[CH:35]=[CH:34][CH:33]=[CH:32][CH:31]=1.B. The catalyst is C1(C)C=CC=CC=1.CO.O1CCCC1. The product is [CH2:29]([O:36][C:37]1[CH:38]=[CH:39][C:40]([C@@H:48]([OH:51])[CH2:49][Br:50])=[C:41]2[C:46]=1[NH:45][C:44](=[O:47])[CH:43]=[CH:42]2)[C:30]1[CH:31]=[CH:32][CH:33]=[CH:34][CH:35]=1. The yield is 0.810. (5) The reactants are [CH3:1][N:2]1[C:10]2[C:5](=[CH:6][C:7]([OH:11])=[CH:8][CH:9]=2)[C:4]([C:12]2[N:24]([S:25]([C:28]3[CH:34]=[CH:33][C:31]([CH3:32])=[CH:30][CH:29]=3)(=[O:27])=[O:26])[C:15]3=[N:16][CH:17]=[C:18]4[CH:22]=[N:21][N:20]([CH3:23])[C:19]4=[C:14]3[CH:13]=2)=[CH:3]1.Cl[CH2:36][CH2:37][N:38]1[CH2:43][CH2:42][O:41][CH2:40][CH2:39]1.C([O-])([O-])=O.[Cs+].[Cs+]. The catalyst is CN(C=O)C. The product is [CH3:1][N:2]1[C:10]2[C:5](=[CH:6][C:7]([O:11][CH2:36][CH2:37][N:38]3[CH2:43][CH2:42][O:41][CH2:40][CH2:39]3)=[CH:8][CH:9]=2)[C:4]([C:12]2[N:24]([S:25]([C:28]3[CH:34]=[CH:33][C:31]([CH3:32])=[CH:30][CH:29]=3)(=[O:27])=[O:26])[C:15]3=[N:16][CH:17]=[C:18]4[CH:22]=[N:21][N:20]([CH3:23])[C:19]4=[C:14]3[CH:13]=2)=[CH:3]1. The yield is 0.210. (6) The reactants are C([Li])CCC.Br[C:7]1[CH:12]=[C:11]([O:13][CH2:14][CH2:15][CH3:16])[CH:10]=[C:9]([F:17])[CH:8]=1.CN(C)[CH:20]=[O:21]. The catalyst is O1CCCC1. The product is [F:17][C:9]1[CH:8]=[C:7]([CH:12]=[C:11]([O:13][CH2:14][CH2:15][CH3:16])[CH:10]=1)[CH:20]=[O:21]. The yield is 0.657.